From a dataset of Forward reaction prediction with 1.9M reactions from USPTO patents (1976-2016). Predict the product of the given reaction. (1) Given the reactants Cl[C:2]1[CH:7]=[C:6]([Cl:8])[N:5]=[C:4]([NH2:9])[N:3]=1.[CH2:10]([NH2:13])[CH2:11][CH3:12], predict the reaction product. The product is: [Cl:8][C:6]1[N:5]=[C:4]([NH2:9])[N:3]=[C:2]([NH:13][CH2:10][CH2:11][CH3:12])[CH:7]=1. (2) Given the reactants [Cl:1][C:2]1[CH:3]=[C:4]2[C:8](=[CH:9][CH:10]=1)[N:7]([C:11]1C=[CH:17][C:16]([C:19]([F:22])([F:21])[F:20])=[CH:15][C:12]=1C#N)[CH:6]=[CH:5]2.[OH-:23].[Na+].Cl.[CH2:26]([OH:29])[CH2:27]O, predict the reaction product. The product is: [Cl:1][C:2]1[CH:3]=[C:4]2[C:8](=[CH:9][CH:10]=1)[N:7]([C:11]1[CH:12]=[CH:15][C:16]([C:19]([F:22])([F:21])[F:20])=[CH:17][C:27]=1[C:26]([OH:29])=[O:23])[CH:6]=[CH:5]2. (3) Given the reactants [CH2:1]([S:8][C:9]1[N:17]=[CH:16][C:15]([N+:18]([O-:20])=[O:19])=[CH:14][C:10]=1C(O)=O)[C:2]1[CH:7]=[CH:6][CH:5]=[CH:4][CH:3]=1.C([N:23]([CH2:26]C)CC)C.C1C=CC(P(N=[N+]=[N-])(C2C=CC=CC=2)=[O:35])=CC=1.[C:45]([OH:49])([CH3:48])([CH3:47])[CH3:46], predict the reaction product. The product is: [CH2:1]([S:8][C:9]1[C:10]([NH:23][C:26](=[O:35])[O:49][C:45]([CH3:48])([CH3:47])[CH3:46])=[CH:14][C:15]([N+:18]([O-:20])=[O:19])=[CH:16][N:17]=1)[C:2]1[CH:3]=[CH:4][CH:5]=[CH:6][CH:7]=1. (4) The product is: [CH2:1]([C:3]1[CH:8]=[CH:7][C:6]([C:9]2[NH:13][N:12]=[C:11]([S:14][CH2:19][C:20]3[CH:25]=[CH:24][CH:23]=[CH:22][N:21]=3)[N:10]=2)=[C:5]([O:15][CH3:16])[CH:4]=1)[CH3:2]. Given the reactants [CH2:1]([C:3]1[CH:8]=[CH:7][C:6]([C:9]2[NH:10][C:11](=[S:14])[NH:12][N:13]=2)=[C:5]([O:15][CH3:16])[CH:4]=1)[CH3:2].Br.Br[CH2:19][C:20]1[CH:25]=[CH:24][CH:23]=[CH:22][N:21]=1, predict the reaction product. (5) The product is: [CH3:12][C:9]1[N:10]=[C:11]2[C:6](=[CH:7][CH:8]=1)[N:5]=[CH:4][C:3]([C:13]#[N:14])=[CH:2]2. Given the reactants Cl[C:2]1[C:11]2[C:6](=[CH:7][CH:8]=[C:9]([CH3:12])[N:10]=2)[N:5]=[CH:4][C:3]=1[C:13]#[N:14], predict the reaction product. (6) Given the reactants [C:1]([O:5][C:6]([N:8]1[C@@H:12]([C:13]#[C:14][C:15]2[CH:20]=[CH:19][CH:18]=[C:17]([C:21]([F:24])([F:23])[F:22])[N:16]=2)[CH2:11][O:10][C:9]1([CH3:26])[CH3:25])=[O:7])([CH3:4])([CH3:3])[CH3:2].C([O-])=O.[NH4+], predict the reaction product. The product is: [C:1]([O:5][C:6]([N:8]1[C@@H:12]([CH2:13][CH2:14][C:15]2[CH:20]=[CH:19][CH:18]=[C:17]([C:21]([F:22])([F:23])[F:24])[N:16]=2)[CH2:11][O:10][C:9]1([CH3:26])[CH3:25])=[O:7])([CH3:4])([CH3:2])[CH3:3].